From a dataset of Peptide-MHC class I binding affinity with 185,985 pairs from IEDB/IMGT. Regression. Given a peptide amino acid sequence and an MHC pseudo amino acid sequence, predict their binding affinity value. This is MHC class I binding data. (1) The peptide sequence is IESNPLFPV. The MHC is HLA-A29:02 with pseudo-sequence HLA-A29:02. The binding affinity (normalized) is 0.0847. (2) The peptide sequence is HLPELIWRS. The MHC is HLA-A03:01 with pseudo-sequence HLA-A03:01. The binding affinity (normalized) is 0.0847. (3) The peptide sequence is IVVDNTSAF. The MHC is HLA-B15:01 with pseudo-sequence HLA-B15:01. The binding affinity (normalized) is 0.606. (4) The peptide sequence is QPKKVKRRL. The MHC is HLA-B53:01 with pseudo-sequence HLA-B53:01. The binding affinity (normalized) is 0.0641.